Dataset: NCI-60 drug combinations with 297,098 pairs across 59 cell lines. Task: Regression. Given two drug SMILES strings and cell line genomic features, predict the synergy score measuring deviation from expected non-interaction effect. (1) Drug 1: CCCS(=O)(=O)NC1=C(C(=C(C=C1)F)C(=O)C2=CNC3=C2C=C(C=N3)C4=CC=C(C=C4)Cl)F. Drug 2: C1CCC(C(C1)N)N.C(=O)(C(=O)[O-])[O-].[Pt+4]. Cell line: OVCAR-8. Synergy scores: CSS=14.4, Synergy_ZIP=4.21, Synergy_Bliss=9.89, Synergy_Loewe=-5.00, Synergy_HSA=7.91. (2) Drug 1: CC1=C2C(C(=O)C3(C(CC4C(C3C(C(C2(C)C)(CC1OC(=O)C(C(C5=CC=CC=C5)NC(=O)OC(C)(C)C)O)O)OC(=O)C6=CC=CC=C6)(CO4)OC(=O)C)OC)C)OC. Drug 2: CS(=O)(=O)CCNCC1=CC=C(O1)C2=CC3=C(C=C2)N=CN=C3NC4=CC(=C(C=C4)OCC5=CC(=CC=C5)F)Cl. Cell line: RXF 393. Synergy scores: CSS=34.3, Synergy_ZIP=-0.194, Synergy_Bliss=-3.60, Synergy_Loewe=-31.3, Synergy_HSA=-5.75. (3) Drug 1: C1CC(=O)NC(=O)C1N2CC3=C(C2=O)C=CC=C3N. Drug 2: C#CCC(CC1=CN=C2C(=N1)C(=NC(=N2)N)N)C3=CC=C(C=C3)C(=O)NC(CCC(=O)O)C(=O)O. Cell line: SN12C. Synergy scores: CSS=3.84, Synergy_ZIP=-3.87, Synergy_Bliss=-2.58, Synergy_Loewe=-0.991, Synergy_HSA=-0.991. (4) Drug 1: B(C(CC(C)C)NC(=O)C(CC1=CC=CC=C1)NC(=O)C2=NC=CN=C2)(O)O. Drug 2: CCC1=C2N=C(C=C(N2N=C1)NCC3=C[N+](=CC=C3)[O-])N4CCCCC4CCO. Cell line: SK-OV-3. Synergy scores: CSS=50.1, Synergy_ZIP=0.629, Synergy_Bliss=0.520, Synergy_Loewe=-8.95, Synergy_HSA=-0.557.